Dataset: Peptide-MHC class I binding affinity with 185,985 pairs from IEDB/IMGT. Task: Regression. Given a peptide amino acid sequence and an MHC pseudo amino acid sequence, predict their binding affinity value. This is MHC class I binding data. (1) The peptide sequence is AYISSEATTPV. The MHC is HLA-B08:01 with pseudo-sequence HLA-B08:01. The binding affinity (normalized) is 0. (2) The peptide sequence is MVRQMRAAL. The MHC is HLA-C14:02 with pseudo-sequence HLA-C14:02. The binding affinity (normalized) is 0.674. (3) The peptide sequence is ALRANSAVK. The MHC is HLA-B58:01 with pseudo-sequence HLA-B58:01. The binding affinity (normalized) is 0.0847. (4) The peptide sequence is LITNTKSDNI. The MHC is HLA-A02:03 with pseudo-sequence HLA-A02:03. The binding affinity (normalized) is 0.257. (5) The peptide sequence is PLSPDTCLLA. The MHC is HLA-A02:06 with pseudo-sequence HLA-A02:06. The binding affinity (normalized) is 0.0852. (6) The peptide sequence is EFFDTEPQL. The binding affinity (normalized) is 0.267. The MHC is HLA-B40:01 with pseudo-sequence HLA-B40:01. (7) The peptide sequence is SGEPHCALL. The binding affinity (normalized) is 0.0132. The MHC is H-2-Db with pseudo-sequence H-2-Db. (8) The peptide sequence is KAVRGDLNF. The MHC is HLA-B44:02 with pseudo-sequence HLA-B44:02. The binding affinity (normalized) is 0.0847. (9) The peptide sequence is FPRSMLSIF. The MHC is HLA-B08:01 with pseudo-sequence HLA-B08:01. The binding affinity (normalized) is 0.788. (10) The peptide sequence is TVYPKTHYV. The MHC is HLA-C06:02 with pseudo-sequence HLA-C06:02. The binding affinity (normalized) is 0.669.